From a dataset of Reaction yield outcomes from USPTO patents with 853,638 reactions. Predict the reaction yield, written as a fraction of the theoretical maximum amount of product (1.0 means a 100% yield; for example, 0.34 means a 34% yield). (1) The reactants are C([O:8][C:9]1[C:10]2[N:11]([CH:40]=[CH:41][N:42]=2)[C:12]([C:15]2[N:16]=[C:17]([N:34]3[CH2:39][CH2:38][O:37][CH2:36][CH2:35]3)[C:18]3[S:23][C:22]([CH2:24][N:25]4[CH2:30][CH2:29][CH:28]([N:31]([CH3:33])[CH3:32])[CH2:27][CH2:26]4)=[CH:21][C:19]=3[N:20]=2)=[CH:13][CH:14]=1)C1C=CC=CC=1. The catalyst is C(O)(C(F)(F)F)=O. The product is [CH3:32][N:31]([CH3:33])[CH:28]1[CH2:29][CH2:30][N:25]([CH2:24][C:22]2[S:23][C:18]3[C:17]([N:34]4[CH2:39][CH2:38][O:37][CH2:36][CH2:35]4)=[N:16][C:15]([C:12]4[N:11]5[CH:40]=[CH:41][N:42]=[C:10]5[C:9]([OH:8])=[CH:14][CH:13]=4)=[N:20][C:19]=3[CH:21]=2)[CH2:26][CH2:27]1. The yield is 0.100. (2) The reactants are [Br:1][C:2]1[CH:7]=[CH:6][C:5](F)=[C:4]([N+:9]([O-:11])=[O:10])[CH:3]=1.[O:12]=[C:13]1[C:21]2[C:16](=[CH:17][CH:18]=[CH:19][CH:20]=2)[C:15](=[O:22])[N-:14]1.[K+].CN1C(=O)CCC1. The catalyst is O. The product is [Br:1][C:2]1[CH:7]=[CH:6][C:5]([N:14]2[C:15](=[O:22])[C:16]3[C:21](=[CH:20][CH:19]=[CH:18][CH:17]=3)[C:13]2=[O:12])=[C:4]([N+:9]([O-:11])=[O:10])[CH:3]=1. The yield is 0.920. (3) The product is [Cl:1][C:2]1[N:7]=[C:6]([NH:19][C:18]2[CH:17]=[CH:16][C:15]([O:14][CH2:10][CH2:11][CH2:12][CH3:13])=[CH:21][CH:20]=2)[C:5]([F:9])=[CH:4][N:3]=1. The reactants are [Cl:1][C:2]1[N:7]=[C:6](Cl)[C:5]([F:9])=[CH:4][N:3]=1.[CH2:10]([O:14][C:15]1[CH:21]=[CH:20][C:18]([NH2:19])=[CH:17][CH:16]=1)[CH2:11][CH2:12][CH3:13].Cl.[OH-].[Na+]. The catalyst is CC(C)=O.O. The yield is 0.800. (4) The reactants are I[C:2]1[CH:3]=[N:4][C:5]2[C:10]([CH:11]=1)=[CH:9][CH:8]=[CH:7][CH:6]=2.[F:12][C:13]([F:22])([F:21])[C:14]1[CH:19]=[CH:18][CH:17]=[CH:16][C:15]=1[SH:20].C(O)CO.C([O-])([O-])=O.[K+].[K+]. The catalyst is C(O)(C)C.[Cu]I. The product is [F:22][C:13]([F:12])([F:21])[C:14]1[CH:19]=[CH:18][CH:17]=[CH:16][C:15]=1[S:20][C:2]1[CH:3]=[N:4][C:5]2[C:10]([CH:11]=1)=[CH:9][CH:8]=[CH:7][CH:6]=2. The yield is 0.950.